Dataset: Reaction yield outcomes from USPTO patents with 853,638 reactions. Task: Predict the reaction yield, written as a fraction of the theoretical maximum amount of product (1.0 means a 100% yield; for example, 0.34 means a 34% yield). The reactants are [F:1][C:2]1[C:3]([C:9]#[N:10])=[N:4][CH:5]=[CH:6][C:7]=1I.[N:11]1[CH:16]=[C:15](B(O)O)[CH:14]=[N:13][CH:12]=1.C(=O)([O-])[O-].[Cs+].[Cs+]. The catalyst is O1CCOCC1.O.C(Cl)Cl. The product is [F:1][C:2]1[C:3]([C:9]#[N:10])=[N:4][CH:5]=[CH:6][C:7]=1[C:15]1[CH:16]=[N:11][CH:12]=[N:13][CH:14]=1. The yield is 0.445.